Task: Predict the reactants needed to synthesize the given product.. Dataset: Full USPTO retrosynthesis dataset with 1.9M reactions from patents (1976-2016) (1) Given the product [F:1][C:2]1[CH:7]=[C:6]([CH:8]([CH3:9])[CH3:10])[CH:5]=[CH:4][C:3]=1[OH:12], predict the reactants needed to synthesize it. The reactants are: [F:1][C:2]1[CH:7]=[C:6]([C:8](O)([CH3:10])[CH3:9])[CH:5]=[CH:4][C:3]=1[OH:12]. (2) Given the product [CH2:33]([O:32][C:30](=[O:31])[CH2:29][CH2:35][N:21]1[C:22]2[C:18](=[C:17]([CH2:16][O:15][C:12]3[CH:11]=[CH:10][C:9]([C:5]4[CH:6]=[C:7]([F:8])[C:2]([F:1])=[CH:3][C:4]=4[O:26][CH3:27])=[CH:14][CH:13]=3)[CH:25]=[CH:24][CH:23]=2)[CH:19]=[N:20]1)[CH3:34], predict the reactants needed to synthesize it. The reactants are: [F:1][C:2]1[C:7]([F:8])=[CH:6][C:5]([C:9]2[CH:14]=[CH:13][C:12]([O:15][CH2:16][C:17]3[CH:25]=[CH:24][CH:23]=[C:22]4[C:18]=3[CH:19]=[N:20][NH:21]4)=[CH:11][CH:10]=2)=[C:4]([O:26][CH3:27])[CH:3]=1.Br[CH:29]([CH3:35])[C:30]([O:32][CH2:33][CH3:34])=[O:31].C(=O)([O-])[O-].[Cs+].[Cs+].CCOC(C)=O. (3) Given the product [CH3:1][C:2]1[N:29]=[C:5]2[N:6]([CH2:31][C:32]3[CH:37]=[CH:36][C:35]([F:38])=[CH:34][CH:33]=3)[C:7](=[O:28])[C:8]([CH2:13][C:14]3[CH:19]=[CH:18][C:17]([C:20]4[C:21]([C:26]#[N:27])=[CH:22][CH:23]=[CH:24][CH:25]=4)=[CH:16][CH:15]=3)=[C:9]([CH2:10][CH2:11][CH3:12])[N:4]2[N:3]=1, predict the reactants needed to synthesize it. The reactants are: [CH3:1][C:2]1[N:29]=[C:5]2[NH:6][C:7](=[O:28])[C:8]([CH2:13][C:14]3[CH:19]=[CH:18][C:17]([C:20]4[C:21]([C:26]#[N:27])=[CH:22][CH:23]=[CH:24][CH:25]=4)=[CH:16][CH:15]=3)=[C:9]([CH2:10][CH2:11][CH3:12])[N:4]2[N:3]=1.Br[CH2:31][C:32]1[CH:37]=[CH:36][C:35]([F:38])=[CH:34][CH:33]=1.C(=O)([O-])[O-].[K+].[K+].CN(C)C=O. (4) Given the product [F:19][C:20]([F:33])([F:32])[S:21]([O:11][CH2:10][C:2]1([F:1])[CH2:3][CH2:4][C:5]([F:9])([F:8])[CH2:6][CH2:7]1)(=[O:23])=[O:22], predict the reactants needed to synthesize it. The reactants are: [F:1][C:2]1([CH2:10][OH:11])[CH2:7][CH2:6][C:5]([F:9])([F:8])[CH2:4][CH2:3]1.C(N(CC)CC)C.[F:19][C:20]([F:33])([F:32])[S:21](O[S:21]([C:20]([F:33])([F:32])[F:19])(=[O:23])=[O:22])(=[O:23])=[O:22]. (5) Given the product [ClH:31].[CH2:24]([O:10][CH2:9][CH:6]1[CH2:7][CH2:8][C:3]([N:2]([CH3:17])[CH3:1])([C:11]2[CH:16]=[CH:15][CH:14]=[CH:13][CH:12]=2)[CH2:4][CH2:5]1)[C:25]1[CH:30]=[CH:29][CH:28]=[CH:27][CH:26]=1, predict the reactants needed to synthesize it. The reactants are: [CH3:1][N:2]([CH3:17])[C:3]1([C:11]2[CH:16]=[CH:15][CH:14]=[CH:13][CH:12]=2)[CH2:8][CH2:7][CH:6]([CH2:9][OH:10])[CH2:5][CH2:4]1.CC([O-])(C)C.[K+].[CH2:24]([Cl:31])[C:25]1[CH:30]=[CH:29][CH:28]=[CH:27][CH:26]=1.O.